This data is from CYP1A2 inhibition data for predicting drug metabolism from PubChem BioAssay. The task is: Regression/Classification. Given a drug SMILES string, predict its absorption, distribution, metabolism, or excretion properties. Task type varies by dataset: regression for continuous measurements (e.g., permeability, clearance, half-life) or binary classification for categorical outcomes (e.g., BBB penetration, CYP inhibition). Dataset: cyp1a2_veith. (1) The drug is COc1cc2cc(c1Cl)N(C)C(=O)C[C@H](OC(=O)C(C)C)[C@]1(C)O[C@@H]1[C@@H](C)[C@H]1C[C@](O)(NC(=O)O1)[C@@H](OC)/C=C\C=C(\C)C2. The result is 0 (non-inhibitor). (2) The molecule is O=[N+]([O-])c1ccc(/C=N/n2c(COc3ccccc3)n[nH]c2=S)cc1. The result is 1 (inhibitor). (3) The compound is N#Cc1cccc(NC(=O)N2CC[C@@]3(CCCN(C(=O)c4cnccn4)C3)C2)c1. The result is 0 (non-inhibitor). (4) The compound is CCOC(=O)C1=C(c2ccccc2)OC(N)=C(C#N)C1c1ccc(Cl)s1. The result is 1 (inhibitor). (5) The drug is Clc1cccc(N2CCNCC2)c1. The result is 1 (inhibitor).